This data is from Forward reaction prediction with 1.9M reactions from USPTO patents (1976-2016). The task is: Predict the product of the given reaction. (1) Given the reactants [CH2:1]([NH:7][S:8]([C:11]1[C:16]([Cl:17])=[CH:15][CH:14]=[C:13]([N+:18]([O-])=O)[C:12]=1[OH:21])(=[O:10])=[O:9])[C@@H:2]1[O:6][CH2:5][CH2:4][CH2:3]1.[H][H], predict the reaction product. The product is: [CH2:1]([NH:7][S:8]([C:11]1[C:16]([Cl:17])=[CH:15][CH:14]=[C:13]([NH2:18])[C:12]=1[OH:21])(=[O:9])=[O:10])[C@@H:2]1[O:6][CH2:5][CH2:4][CH2:3]1. (2) Given the reactants [BH4-].[Na+].[C:3]12([NH:13][C:14]([C:16]3[N:17]=[C:18]([C:25]([C:27]4[CH:28]=[N:29][CH:30]=[CH:31][CH:32]=4)=[O:26])[N:19]4[CH:24]=[CH:23][CH:22]=[CH:21][C:20]=34)=[O:15])[CH2:12][CH:7]3[CH2:8][CH:9]([CH2:11][CH:5]([CH2:6]3)[CH2:4]1)[CH2:10]2.Cl.O, predict the reaction product. The product is: [C:3]12([NH:13][C:14]([C:16]3[N:17]=[C:18]([CH:25]([OH:26])[C:27]4[CH:28]=[N:29][CH:30]=[CH:31][CH:32]=4)[N:19]4[CH:24]=[CH:23][CH:22]=[CH:21][C:20]=34)=[O:15])[CH2:10][CH:9]3[CH2:11][CH:5]([CH2:6][CH:7]([CH2:8]3)[CH2:12]1)[CH2:4]2. (3) Given the reactants [Cl:1][C:2]1[CH:3]=[CH:4][C:5]2[NH:11][C:10](=S)[C@@H:9]([CH2:13][C:14]([O:16][CH3:17])=[O:15])[S:8][C@H:7]([C:18]3[CH:23]=[CH:22][CH:21]=[C:20]([O:24][CH3:25])[C:19]=3[O:26][CH3:27])[C:6]=2[CH:28]=1.[CH:29]1([C:32]([NH:34][NH2:35])=[O:33])[CH2:31][CH2:30]1.O, predict the reaction product. The product is: [Cl:1][C:2]1[CH:3]=[CH:4][C:5]2[NH:11][C:10](=[N:35][NH:34][C:32]([CH:29]3[CH2:31][CH2:30]3)=[O:33])[C@@H:9]([CH2:13][C:14]([O:16][CH3:17])=[O:15])[S:8][C@H:7]([C:18]3[CH:23]=[CH:22][CH:21]=[C:20]([O:24][CH3:25])[C:19]=3[O:26][CH3:27])[C:6]=2[CH:28]=1. (4) Given the reactants [OH:1][C:2]1[CH:3]=[C:4]([CH:8]=[CH:9][C:10]=1[CH3:11])[C:5]([OH:7])=O.[CH:12]([C:15]1[CH:16]=[C:17]([NH2:21])[CH:18]=[CH:19][CH:20]=1)([CH3:14])[CH3:13].P(Cl)(Cl)Cl, predict the reaction product. The product is: [OH:1][C:2]1[CH:3]=[C:4]([CH:8]=[CH:9][C:10]=1[CH3:11])[C:5]([NH:21][C:17]1[CH:18]=[CH:19][CH:20]=[C:15]([CH:12]([CH3:14])[CH3:13])[CH:16]=1)=[O:7]. (5) Given the reactants Cl.[C:2]1([C:8]2[O:9][C:10]3[CH:16]=[CH:15][C:14]([NH2:17])=[CH:13][C:11]=3[CH:12]=2)[CH:7]=[CH:6][CH:5]=[CH:4][CH:3]=1.ClC(Cl)(O[C:22](=[O:28])OC(Cl)(Cl)Cl)Cl.[Br:30][C:31]1[CH:32]=[N:33][C:34]([N:37]2[CH2:42][CH2:41][NH:40][CH2:39][CH2:38]2)=[N:35][CH:36]=1, predict the reaction product. The product is: [C:2]1([C:8]2[O:9][C:10]3[CH:16]=[CH:15][C:14]([NH:17][C:22]([N:40]4[CH2:41][CH2:42][N:37]([C:34]5[N:33]=[CH:32][C:31]([Br:30])=[CH:36][N:35]=5)[CH2:38][CH2:39]4)=[O:28])=[CH:13][C:11]=3[CH:12]=2)[CH:3]=[CH:4][CH:5]=[CH:6][CH:7]=1. (6) Given the reactants C(OC([N:8]1[CH2:13][CH2:12][CH:11]([N:14]2[C:27]3[CH:26]=[CH:25][C:24]([C:28]4[CH:29]=[N:30][CH:31]=[CH:32][CH:33]=4)=[CH:23][C:22]=3[O:21][C:20]3[C:15]2=[CH:16][CH:17]=[CH:18][CH:19]=3)[CH2:10][CH2:9]1)=O)(C)(C)C.C(OC(N1CCC(N2C3C=CC(C4NN=NN=4)=CC=3OC3C2=CC=CC=3)CC1)=O)(C)(C)C.[C:66]([OH:72])([C:68]([F:71])([F:70])[F:69])=[O:67].Cl, predict the reaction product. The product is: [NH:8]1[CH2:9][CH2:10][CH:11]([N:14]2[C:27]3[CH:26]=[CH:25][C:24]([C:28]4[CH:29]=[N:30][CH:31]=[CH:32][CH:33]=4)=[CH:23][C:22]=3[O:21][C:20]3[C:15]2=[CH:16][CH:17]=[CH:18][CH:19]=3)[CH2:12][CH2:13]1.[C:66]([OH:72])([C:68]([F:71])([F:70])[F:69])=[O:67]. (7) Given the reactants [CH3:1][N:2]([CH3:20])[C:3]1[CH:8]=[CH:7][C:6]([NH:9][CH2:10][C:11]2[CH:16]=[CH:15][C:14]([N:17]([CH3:19])[CH3:18])=[CH:13][CH:12]=2)=[CH:5][CH:4]=1.[CH:21]([C:24]1[CH:29]=[CH:28][CH:27]=[C:26]([CH:30]([CH3:32])[CH3:31])[C:25]=1[N:33]=[C:34]=[O:35])([CH3:23])[CH3:22], predict the reaction product. The product is: [CH:21]([C:24]1[CH:29]=[CH:28][CH:27]=[C:26]([CH:30]([CH3:31])[CH3:32])[C:25]=1[NH:33][C:34](=[O:35])[N:9]([C:6]1[CH:5]=[CH:4][C:3]([N:2]([CH3:20])[CH3:1])=[CH:8][CH:7]=1)[CH2:10][C:11]1[CH:16]=[CH:15][C:14]([N:17]([CH3:19])[CH3:18])=[CH:13][CH:12]=1)([CH3:22])[CH3:23]. (8) The product is: [CH:1]1([C@H:5]([NH:7][C:8]2[N:16]=[C:15]([C:17]([OH:19])=[O:18])[N:14]=[C:13]3[C:9]=2[N:10]([CH2:29][C:30]2[CH:31]=[CH:32][C:33]([C:36]([F:37])([F:39])[F:38])=[CH:34][CH:35]=2)[C:11]([C:21]2[CH:26]=[CH:25][CH:24]=[C:23]([O:27][CH3:28])[CH:22]=2)=[N:12]3)[CH3:6])[CH2:4][CH2:3][CH2:2]1. Given the reactants [CH:1]1([C@H:5]([NH:7][C:8]2[N:16]=[C:15]([C:17]([O:19]C)=[O:18])[N:14]=[C:13]3[C:9]=2[N:10]([CH2:29][C:30]2[CH:35]=[CH:34][C:33]([C:36]([F:39])([F:38])[F:37])=[CH:32][CH:31]=2)[C:11]([C:21]2[CH:26]=[CH:25][CH:24]=[C:23]([O:27][CH3:28])[CH:22]=2)=[N:12]3)[CH3:6])[CH2:4][CH2:3][CH2:2]1.[OH-].[Li+], predict the reaction product. (9) Given the reactants [C:1]([O:5][C:6](=[O:43])[N:7]([CH3:42])[C@H:8]([C:10](=[O:41])[NH:11][C@@H:12]1[C:18](=[O:19])[N:17]([CH2:20][C:21]2[C:30]3[C:25](=[CH:26][CH:27]=[CH:28][CH:29]=3)[CH:24]=[CH:23][C:22]=2[CH3:31])[C:16]2[CH:32]=[CH:33][CH:34]=[CH:35][C:15]=2[N:14]([S:36](=[O:40])(=[O:39])[NH:37][CH3:38])[CH2:13]1)[CH3:9])([CH3:4])([CH3:3])[CH3:2].[C:44]([O-])([O-])=O.[Cs+].[Cs+].CI, predict the reaction product. The product is: [C:1]([O:5][C:6](=[O:43])[N:7]([C@H:8]([C:10](=[O:41])[NH:11][C@@H:12]1[C:18](=[O:19])[N:17]([CH2:20][C:21]2[C:30]3[C:25](=[CH:26][CH:27]=[CH:28][CH:29]=3)[CH:24]=[CH:23][C:22]=2[CH3:31])[C:16]2[CH:32]=[CH:33][CH:34]=[CH:35][C:15]=2[N:14]([S:36](=[O:39])(=[O:40])[N:37]([CH3:44])[CH3:38])[CH2:13]1)[CH3:9])[CH3:42])([CH3:4])([CH3:2])[CH3:3]. (10) Given the reactants BrP(C)(C1C=CC=CC=1)(C1C=CC=CC=1)C1C=CC=CC=1.[CH3:22][C:23]([O-])([CH3:25])[CH3:24].[K+].O=C1C[CH:31]([C:33]([O:35][CH2:36][CH3:37])=[O:34])C1, predict the reaction product. The product is: [CH2:22]=[C:23]1[CH2:25][CH:31]([C:33]([O:35][CH2:36][CH3:37])=[O:34])[CH2:24]1.